From a dataset of Catalyst prediction with 721,799 reactions and 888 catalyst types from USPTO. Predict which catalyst facilitates the given reaction. (1) Reactant: [Cl:1][C:2]1[CH:3]=[C:4]([C:14]2[N:15]=[C:16]([CH:27]3[CH2:29][CH2:28]3)[O:17][C:18]=2[C:19]2[CH:24]=[CH:23][N:22]=[C:21]([S:25][CH3:26])[N:20]=2)[C:5]([F:13])=[C:6]([NH:8][S:9]([CH3:12])(=[O:11])=[O:10])[CH:7]=1.C1C=C(Cl)C=C(C(OO)=[O:38])C=1. Product: [Cl:1][C:2]1[CH:3]=[C:4]([C:14]2[N:15]=[C:16]([CH:27]3[CH2:29][CH2:28]3)[O:17][C:18]=2[C:19]2[CH:24]=[CH:23][N:22]=[C:21]([S:25]([CH3:26])=[O:38])[N:20]=2)[C:5]([F:13])=[C:6]([NH:8][S:9]([CH3:12])(=[O:11])=[O:10])[CH:7]=1. The catalyst class is: 2. (2) Reactant: [CH3:1][O:2][C:3]1[CH:4]=[CH:5][C:6]2[NH:12][C:11](=[O:13])[N:10]([CH:14]3[CH2:19][CH2:18][N:17]([C:20]4[N:25]=[CH:24][N:23]=[C:22]([C:26]([OH:28])=O)[C:21]=4[CH3:29])[CH2:16][CH2:15]3)[CH2:9][CH2:8][C:7]=2[CH:30]=1.[F:31][C:32]1[CH:33]=[C:34]2[C:38](=[CH:39][CH:40]=1)[NH:37][CH2:36][CH2:35]2.CN(C(ON1N=NC2C=CC=CC1=2)=[N+](C)C)C.[B-](F)(F)(F)F. Product: [F:31][C:32]1[CH:33]=[C:34]2[C:38](=[CH:39][CH:40]=1)[N:37]([C:26]([C:22]1[N:23]=[CH:24][N:25]=[C:20]([N:17]3[CH2:18][CH2:19][CH:14]([N:10]4[CH2:9][CH2:8][C:7]5[CH:30]=[C:3]([O:2][CH3:1])[CH:4]=[CH:5][C:6]=5[NH:12][C:11]4=[O:13])[CH2:15][CH2:16]3)[C:21]=1[CH3:29])=[O:28])[CH2:36][CH2:35]2. The catalyst class is: 3. (3) Reactant: [O:1]([CH2:8][C:9]1[CH:13]=[C:12]([C:14]([OH:16])=O)[N:11]([CH2:17][CH2:18][NH:19][C@@H:20]([C:22]2[CH:27]=[CH:26][CH:25]=[CH:24][CH:23]=2)[CH3:21])[N:10]=1)[C:2]1[CH:7]=[CH:6][CH:5]=[CH:4][CH:3]=1.CN(C(ON1N=NC2C=CC=NC1=2)=[N+](C)C)C.F[P-](F)(F)(F)(F)F.CCN(C(C)C)C(C)C. Product: [O:1]([CH2:8][C:9]1[CH:13]=[C:12]2[C:14](=[O:16])[N:19]([C@@H:20]([C:22]3[CH:27]=[CH:26][CH:25]=[CH:24][CH:23]=3)[CH3:21])[CH2:18][CH2:17][N:11]2[N:10]=1)[C:2]1[CH:7]=[CH:6][CH:5]=[CH:4][CH:3]=1. The catalyst class is: 3. (4) Reactant: [CH3:1][C:2]1([O:23][Si:24]([CH3:27])([CH3:26])[CH3:25])[CH:7]([CH3:8])[O:6][CH:5]([C:9]2[CH:14]=[CH:13][N:12]=[CH:11][C:10]=2[N+:15]([O-:17])=[O:16])[CH:4]=[C:3]1[O:18][Si](C)(C)C.[F:28][B-](F)(F)F.ClC[N+]12CC[N+](F)(CC1)CC2.F[B-](F)(F)F. The catalyst class is: 290. Product: [F:28][CH:4]1[CH:5]([C:9]2[CH:14]=[CH:13][N:12]=[CH:11][C:10]=2[N+:15]([O-:17])=[O:16])[O:6][CH:7]([CH3:8])[C:2]([CH3:1])([O:23][Si:24]([CH3:27])([CH3:26])[CH3:25])[C:3]1=[O:18]. (5) Reactant: [OH-].[K+].[CH3:3][C:4]([CH3:38])([CH3:37])[CH2:5][C:6]1[N:7]=[C:8]([CH:17]([OH:36])[C:18]2([C:24]3[CH:29]=[CH:28][C:27]([C:30]4[CH:35]=[CH:34][CH:33]=[CH:32][N:31]=4)=[CH:26][CH:25]=3)SCCCS2)[N:9]([S:11]([N:14]([CH3:16])[CH3:15])(=[O:13])=[O:12])[CH:10]=1. Product: [CH3:3][C:4]([CH3:38])([CH3:37])[CH2:5][C:6]1[N:7]=[C:8]([CH:17]([OH:36])[CH2:18][C:24]2[CH:25]=[CH:26][C:27]([C:30]3[CH:35]=[CH:34][CH:33]=[CH:32][N:31]=3)=[CH:28][CH:29]=2)[N:9]([S:11]([N:14]([CH3:16])[CH3:15])(=[O:13])=[O:12])[CH:10]=1. The catalyst class is: 171. (6) Reactant: Cl[C:2]1[C:3]([CH:17]2[CH2:20][CH2:19][CH2:18]2)=[CH:4][C:5]2[N:6]([C:8]([C:11]3[CH:16]=[CH:15][CH:14]=[CH:13][CH:12]=3)=[N:9][N:10]=2)[N:7]=1.[CH3:21][N:22]([CH3:29])[CH2:23][C:24]([CH3:28])([CH3:27])[CH2:25][NH2:26]. Product: [CH:17]1([C:3]2[C:2]([NH:26][CH2:25][C:24]([CH3:28])([CH3:27])[CH2:23][N:22]([CH3:29])[CH3:21])=[N:7][N:6]3[C:8]([C:11]4[CH:16]=[CH:15][CH:14]=[CH:13][CH:12]=4)=[N:9][N:10]=[C:5]3[CH:4]=2)[CH2:20][CH2:19][CH2:18]1. The catalyst class is: 6. (7) Reactant: [F:1][C:2]1[CH:3]=[C:4]([N:9]=[C:10]=[O:11])[CH:5]=[CH:6][C:7]=1[F:8].[CH3:12][O:13][C:14]1[CH:15]=[C:16]([C@:22]23[CH2:30][N:29]([CH3:31])[CH2:28][C@H:27]2[CH2:26][C@H:25]([NH2:32])[CH2:24][CH2:23]3)[CH:17]=[CH:18][C:19]=1[O:20][CH3:21]. Product: [F:1][C:2]1[CH:3]=[C:4]([NH:9][C:10]([NH:32][C@@H:25]2[CH2:24][CH2:23][C@:22]3([C:16]4[CH:17]=[CH:18][C:19]([O:20][CH3:21])=[C:14]([O:13][CH3:12])[CH:15]=4)[C@@H:27]([CH2:28][N:29]([CH3:31])[CH2:30]3)[CH2:26]2)=[O:11])[CH:5]=[CH:6][C:7]=1[F:8]. The catalyst class is: 2. (8) Reactant: C1([O:6][C:7](=[O:35])[C@@H:8]([NH:13][C:14](=[O:34])[C:15]2[CH:20]=[CH:19][C:18]([NH:21][C:22](=[O:33])[CH2:23][CH2:24][CH2:25][CH2:26][CH2:27][CH2:28][C:29](=[O:32])[NH:30][OH:31])=[CH:17][CH:16]=2)[CH2:9][CH:10]([CH3:12])[CH3:11])CCCC1.[OH-].[Na+].N#N. Product: [OH:31][NH:30][C:29]([CH2:28][CH2:27][CH2:26][CH2:25][CH2:24][CH2:23][C:22]([NH:21][C:18]1[CH:17]=[CH:16][C:15]([C:14]([NH:13][C@@H:8]([CH2:9][CH:10]([CH3:11])[CH3:12])[C:7]([OH:35])=[O:6])=[O:34])=[CH:20][CH:19]=1)=[O:33])=[O:32]. The catalyst class is: 1.